From a dataset of Catalyst prediction with 721,799 reactions and 888 catalyst types from USPTO. Predict which catalyst facilitates the given reaction. Reactant: C[O:2][C:3]([C@@H:5]1[CH2:14][C:13]2[CH:12]=[C:11]3[O:15][CH2:16][C@H:17]([C:19]4[CH:24]=[CH:23][C:22]([O:25][CH2:26][C:27]5[CH:32]=[CH:31][C:30]([Cl:33])=[C:29]([Cl:34])[CH:28]=5)=[CH:21][CH:20]=4)[O:18][C:10]3=[CH:9][C:8]=2[CH2:7][N:6]1[C@H:35]([C:38]1[CH:43]=[CH:42][CH:41]=[CH:40][CH:39]=1)[CH2:36][CH3:37])=[O:4].CO.[Li+].[OH-]. Product: [Cl:34][C:29]1[CH:28]=[C:27]([CH:32]=[CH:31][C:30]=1[Cl:33])[CH2:26][O:25][C:22]1[CH:21]=[CH:20][C:19]([C@H:17]2[CH2:16][O:15][C:11]3=[CH:12][C:13]4[CH2:14][C@@H:5]([C:3]([OH:4])=[O:2])[N:6]([C@H:35]([C:38]5[CH:43]=[CH:42][CH:41]=[CH:40][CH:39]=5)[CH2:36][CH3:37])[CH2:7][C:8]=4[CH:9]=[C:10]3[O:18]2)=[CH:24][CH:23]=1. The catalyst class is: 1.